Dataset: Forward reaction prediction with 1.9M reactions from USPTO patents (1976-2016). Task: Predict the product of the given reaction. (1) The product is: [Br:1][C:2]1[CH:7]=[CH:6][C:5]([CH:8]2[S:14][CH2:13][CH2:12][NH:11][C:10]3[N:16]([CH3:25])[N:17]=[C:18]([C:19]4[CH:24]=[CH:23][CH:22]=[CH:21][N:20]=4)[C:9]2=3)=[C:4]([CH3:26])[CH:3]=1. Given the reactants [Br:1][C:2]1[CH:7]=[CH:6][C:5]([CH:8]2[S:14][CH2:13][C:12](=O)[NH:11][C:10]3[N:16]([CH3:25])[N:17]=[C:18]([C:19]4[CH:24]=[CH:23][CH:22]=[CH:21][N:20]=4)[C:9]2=3)=[C:4]([CH3:26])[CH:3]=1.B.C1COCC1.Cl.[OH-].[Na+], predict the reaction product. (2) Given the reactants Br[CH2:2][C:3]1[C:13]([Cl:14])=[N:12][CH:11]=[CH:10][C:4]=1[C:5]([O:7]CC)=O.Cl.[F:16][C:17]([F:30])([F:29])[CH2:18][O:19][C:20]1[N:25]=[CH:24][C:23]([CH:26]([NH2:28])[CH3:27])=[CH:22][CH:21]=1.C(=O)([O-])[O-].[Cs+].[Cs+], predict the reaction product. The product is: [Cl:14][C:13]1[C:3]2[CH2:2][N:28]([CH:26]([C:23]3[CH:24]=[N:25][C:20]([O:19][CH2:18][C:17]([F:30])([F:16])[F:29])=[CH:21][CH:22]=3)[CH3:27])[C:5](=[O:7])[C:4]=2[CH:10]=[CH:11][N:12]=1. (3) Given the reactants [Br:1][C:2]1[CH:3]=[C:4]2[O:10][C:9](=[O:11])[NH:8][C:5]2=[N:6][CH:7]=1.[Cl:12][C:13]1[CH:18]=[CH:17][C:16]([CH2:19]Cl)=[CH:15][N:14]=1.C(=O)([O-])[O-].[Cs+].[Cs+], predict the reaction product. The product is: [Br:1][C:2]1[CH:3]=[C:4]2[O:10][C:9](=[O:11])[N:8]=[C:5]2[N:6]([CH2:19][C:16]2[CH:15]=[N:14][C:13]([Cl:12])=[CH:18][CH:17]=2)[CH:7]=1. (4) Given the reactants Cl[C:2]1[CH:7]=[CH:6][C:5]([N+:8]([O-:10])=[O:9])=[CH:4][N:3]=1.Cl.[NH:12]1[CH2:15][CH:14]([OH:16])[CH2:13]1.C(N(CC)CC)C, predict the reaction product. The product is: [OH:16][CH:14]1[CH2:15][N:12]([C:2]2[CH:7]=[CH:6][C:5]([N+:8]([O-:10])=[O:9])=[CH:4][N:3]=2)[CH2:13]1. (5) Given the reactants F[C:2]1[CH:7]=[CH:6][CH:5]=[C:4]([S:8]([C:11]([F:14])([F:13])[F:12])(=[O:10])=[O:9])[CH:3]=1.[Cl:15][C:16]1[CH:21]=[CH:20][C:19]([OH:22])=[CH:18][C:17]=1[N:23]1[C:27]2[CH:28]=[CH:29][CH:30]=[C:31]([Cl:32])[C:26]=2[N:25]=[C:24]1[CH3:33], predict the reaction product. The product is: [Cl:32][C:31]1[C:26]2[N:25]=[C:24]([CH3:33])[N:23]([C:17]3[CH:18]=[C:19]([O:22][C:2]4[CH:7]=[CH:6][CH:5]=[C:4]([S:8]([C:11]([F:14])([F:13])[F:12])(=[O:10])=[O:9])[CH:3]=4)[CH:20]=[CH:21][C:16]=3[Cl:15])[C:27]=2[CH:28]=[CH:29][CH:30]=1. (6) Given the reactants C(=O)([O-])[O-].[K+].[K+].[I-].[K+].[CH3:9][O:10][C:11]1[CH:16]=[CH:15][C:14]([N:17]2[C:21]([C:22]3[CH:27]=[CH:26][C:25]([O:28][CH3:29])=[CH:24][CH:23]=3)=[N:20][C:19]([OH:30])=[N:18]2)=[CH:13][CH:12]=1.Cl[CH2:32][C:33]1[N:37]=[CH:36][O:35][N:34]=1, predict the reaction product. The product is: [CH3:9][O:10][C:11]1[CH:12]=[CH:13][C:14]([N:17]2[C:21]([C:22]3[CH:27]=[CH:26][C:25]([O:28][CH3:29])=[CH:24][CH:23]=3)=[N:20][C:19]([O:30][CH2:32][C:33]3[N:37]=[CH:36][O:35][N:34]=3)=[N:18]2)=[CH:15][CH:16]=1. (7) Given the reactants [CH3:1][S:2][C:3]1[CH:8]=[CH:7][C:6]([NH:9][C:10]2[C:19]3[C:14](=[CH:15][CH:16]=[CH:17][CH:18]=3)[N:13]=[C:12]([CH3:20])[N:11]=2)=[CH:5][CH:4]=1.[H-].[Na+].[CH3:23]I, predict the reaction product. The product is: [CH3:1][S:2][C:3]1[CH:4]=[CH:5][C:6]([N:9]([C:10]2[C:19]3[C:14](=[CH:15][CH:16]=[CH:17][CH:18]=3)[N:13]=[C:12]([CH3:20])[N:11]=2)[CH3:23])=[CH:7][CH:8]=1. (8) Given the reactants [CH3:1][O:2][C@H:3]1[CH2:8][CH2:7][CH2:6][C@@H:5]([NH:9][C:10]2[C:15]([C:16]([NH2:18])=[O:17])=[CH:14][N:13]=[C:12](SC)[N:11]=2)[CH2:4]1.[CH:21]1C=C(Cl)C=C(C(OO)=O)C=1.[S:32]([O-:36])([O-])(=[O:34])=S.[Na+].[Na+], predict the reaction product. The product is: [CH3:1][O:2][C@H:3]1[CH2:8][CH2:7][CH2:6][C@@H:5]([NH:9][C:10]2[C:15]([C:16]([NH2:18])=[O:17])=[CH:14][N:13]=[C:12]([S:32]([CH3:21])(=[O:36])=[O:34])[N:11]=2)[CH2:4]1. (9) The product is: [N:18]1([CH:10]2[CH2:9][NH:8][CH2:7][CH:6]2[OH:5])[CH2:23][CH2:22][NH:21][CH2:20][CH2:19]1. Given the reactants C(=O)(O)N.[O:5]1[CH:10]2[CH:6]1[CH2:7][NH:8][CH2:9]2.C([N:18]1[CH2:23][CH2:22][NH:21][CH2:20][CH2:19]1)(OC(C)(C)C)=O, predict the reaction product.